From a dataset of Reaction yield outcomes from USPTO patents with 853,638 reactions. Predict the reaction yield, written as a fraction of the theoretical maximum amount of product (1.0 means a 100% yield; for example, 0.34 means a 34% yield). (1) The reactants are [CH3:1][O:2][C:3]1[CH:4]=[C:5]2[C:10](=[CH:11][CH:12]=1)[C:9]([C:13](=[O:29])[C:14]1[CH:19]=[CH:18][C:17]([O:20][CH2:21][CH2:22][N:23]3[CH2:28][CH2:27][CH2:26][CH2:25][CH2:24]3)=[CH:16][CH:15]=1)=[C:8](OS(C(F)(F)F)(=O)=O)[CH:7]=[CH:6]2.Br[C:39]1[C:44]([F:45])=[C:43]([F:46])[CH:42]=[CH:41][C:40]=1[F:47].OC1C=C2C(=CC=1)C(C(C1C=CC(OCCN3CCCCC3)=CC=1)=O)=C(C1C=C(F)C=C(F)C=1F)C=C2. No catalyst specified. The product is [CH3:1][O:2][C:3]1[CH:4]=[C:5]2[C:10](=[CH:11][CH:12]=1)[C:9]([C:13]([C:14]1[CH:19]=[CH:18][C:17]([O:20][CH2:21][CH2:22][N:23]3[CH2:24][CH2:25][CH2:26][CH2:27][CH2:28]3)=[CH:16][CH:15]=1)=[O:29])=[C:8]([C:39]1[C:40]([F:47])=[CH:41][CH:42]=[C:43]([F:46])[C:44]=1[F:45])[CH:7]=[CH:6]2. The yield is 0.450. (2) The product is [CH2:3]([O:4][C:5](=[O:7])[CH2:6][N:15]1[CH2:20][CH2:19][CH2:18][CH2:17][CH2:16]1)[CH3:2]. The yield is 0.890. The reactants are Br[CH2:2][CH2:3][O:4][C:5](=[O:7])[CH3:6].CCN(CC)CC.[NH:15]1[CH2:20][CH2:19][CH2:18][CH2:17][CH2:16]1. The catalyst is O1CCCC1. (3) The reactants are [Cl:1][C:2]1[N:7]=[C:6]([N:8]2[CH2:13][CH2:12][O:11][CH2:10][C@H:9]2[CH3:14])[CH:5]=[C:4]([CH2:15]I)[N:3]=1.[CH3:17][S-:18].[Na+]. The catalyst is CN(C=O)C. The product is [Cl:1][C:2]1[N:7]=[C:6]([N:8]2[CH2:13][CH2:12][O:11][CH2:10][C@H:9]2[CH3:14])[CH:5]=[C:4]([CH2:15][S:18][CH3:17])[N:3]=1. The yield is 0.960. (4) The reactants are [NH:1]1[C:5]2[CH:6]=[CH:7][CH:8]=[CH:9][C:4]=2[N:3]=[C:2]1[C:10]1[CH:11]=[C:12]([N:17]2[CH2:26][CH2:25][C:20]3(OCC[O:21]3)[CH2:19][CH2:18]2)[CH:13]=[CH:14][C:15]=1[Cl:16].OS(O)(=O)=O.C([O-])([O-])=O.[Na+].[Na+]. The catalyst is O. The product is [NH:1]1[C:5]2[CH:6]=[CH:7][CH:8]=[CH:9][C:4]=2[N:3]=[C:2]1[C:10]1[CH:11]=[C:12]([N:17]2[CH2:26][CH2:25][C:20](=[O:21])[CH2:19][CH2:18]2)[CH:13]=[CH:14][C:15]=1[Cl:16]. The yield is 0.900. (5) The reactants are [Cl:1][CH2:2][CH2:3][CH2:4]Br.[NH:6]1[CH2:11][CH2:10][O:9][CH2:8][CH2:7]1.C(=O)([O-])[O-].[Na+].[Na+]. The catalyst is O1CCCC1. The product is [Cl:1][CH2:2][CH2:3][CH2:4][N:6]1[CH2:11][CH2:10][O:9][CH2:8][CH2:7]1. The yield is 0.420. (6) The yield is 0.950. The catalyst is CO.O. The product is [CH3:20][NH:23][C:9](=[O:10])[CH2:8][O:7][C:6]1[CH:14]=[CH:15][CH:16]=[C:4]([N+:1]([O-:3])=[O:2])[CH:5]=1. The reactants are [N+:1]([C:4]1[CH:5]=[C:6]([CH:14]=[CH:15][CH:16]=1)[O:7][CH2:8][C:9](OCC)=[O:10])([O-:3])=[O:2].Cl.CN.[CH:20]([N:23](C(C)C)CC)(C)C.